Task: Predict the product of the given reaction.. Dataset: Forward reaction prediction with 1.9M reactions from USPTO patents (1976-2016) (1) Given the reactants [F:1][C:2]1[CH:3]=[C:4]([C:8]2[CH2:9][CH2:10][CH2:11][N:12]=2)[CH:5]=[CH:6][CH:7]=1.B(F)(F)F.[CH3:17]COCC.[Li]C.Cl, predict the reaction product. The product is: [F:1][C:2]1[CH:3]=[C:4]([C:8]2([CH3:17])[CH2:9][CH2:10][CH2:11][NH:12]2)[CH:5]=[CH:6][CH:7]=1. (2) The product is: [Cl:15][C:11]1[CH:10]=[N:9][N:8]([C:7]2[C:2]([F:1])=[CH:3][C:4]([OH:14])=[CH:5][C:6]=2[F:13])[CH:12]=1. Given the reactants [F:1][C:2]1[CH:3]=[C:4]([OH:14])[CH:5]=[C:6]([F:13])[C:7]=1[N:8]1[CH:12]=[CH:11][CH:10]=[N:9]1.[Cl:15]N1C(=O)CCC1=O, predict the reaction product. (3) Given the reactants Cl.[NH2:2][OH:3].[OH-].[Na+].[C:6]([Si:10]([CH3:17])([CH3:16])[O:11][CH2:12][CH2:13][CH:14]=O)([CH3:9])([CH3:8])[CH3:7], predict the reaction product. The product is: [C:6]([Si:10]([CH3:17])([CH3:16])[O:11][CH2:12][CH2:13][CH:14]=[N:2][OH:3])([CH3:9])([CH3:8])[CH3:7]. (4) The product is: [CH3:1][C:2]1[CH:10]=[CH:9][C:5]([C:6]([N:13]2[C@@H:12]([CH3:11])[C:16](=[O:17])[O:15][C:14]2=[O:18])=[O:7])=[CH:4][CH:3]=1. Given the reactants [CH3:1][C:2]1[CH:10]=[CH:9][C:5]([C:6](Cl)=[O:7])=[CH:4][CH:3]=1.[CH3:11][C@H:12]1[C:16](=[O:17])[O:15][C:14](=[O:18])[NH:13]1, predict the reaction product. (5) Given the reactants [O:1]=[C:2]1[N:6]([CH2:7][CH2:8][S:9][C:10]2[S:11][CH:12]=[C:13]([C:15]([OH:17])=[O:16])[N:14]=2)[C@@H:5](/[CH:18]=[CH:19]/[CH2:20][C:21](O)([CH3:29])[CH2:22][CH2:23][CH2:24][C:25]([F:28])([F:27])[F:26])[CH2:4][O:3]1.C(N(CC)CC)C.ClC1C=C(Cl)C=C(Cl)C=1C(Cl)=O.C1(C)C=CC=CC=1, predict the reaction product. The product is: [CH3:29][C@:21]1([CH2:22][CH2:23][CH2:24][C:25]([F:27])([F:26])[F:28])[O:16][C:15](=[O:17])[C:13]2[N:14]=[C:10]([S:11][CH:12]=2)[S:9][CH2:8][CH2:7][N:6]2[C@H:5]([CH2:4][O:3][C:2]2=[O:1])[CH:18]=[CH:19][CH2:20]1. (6) The product is: [Li+:2].[F:26][C:23]1[CH:22]=[CH:21][C:20]([N:9]2[CH:10]=[C:11]([C:13]3[CH:18]=[CH:17][C:16]([F:19])=[CH:15][CH:14]=3)[N:12]=[C:8]2[CH2:7][C:6]([O-:27])=[O:5])=[CH:25][CH:24]=1. Given the reactants [OH-].[Li+:2].C([O:5][C:6](=[O:27])[CH2:7][C:8]1[N:9]([C:20]2[CH:25]=[CH:24][C:23]([F:26])=[CH:22][CH:21]=2)[CH:10]=[C:11]([C:13]2[CH:18]=[CH:17][C:16]([F:19])=[CH:15][CH:14]=2)[N:12]=1)C, predict the reaction product. (7) Given the reactants Cl[C:2]1[CH:3]=[CH:4][C:5]([N+:11]([O-:13])=[O:12])=[C:6]([CH:10]=1)[C:7]([OH:9])=[O:8].[NH:14]1[CH2:20][CH2:19][CH2:18][NH:17][CH2:16][CH2:15]1, predict the reaction product. The product is: [N:14]1([C:2]2[CH:3]=[CH:4][C:5]([N+:11]([O-:13])=[O:12])=[C:6]([CH:10]=2)[C:7]([OH:9])=[O:8])[CH2:20][CH2:19][CH2:18][NH:17][CH2:16][CH2:15]1. (8) Given the reactants [F:1][C:2]1[CH:9]=[CH:8][C:5]([NH:6]C)=[CH:4][CH:3]=1.[CH2:10]([N:12](CC)CC)C.[CH3:17][O:18][C:19](=[O:30])[C:20]1[CH:25]=[CH:24][CH:23]=[CH:22][C:21]=1[S:26](Cl)(=[O:28])=[O:27], predict the reaction product. The product is: [NH3:6].[CH3:17][O:18][C:19](=[O:30])[C:20]1[CH:25]=[CH:24][CH:23]=[CH:22][C:21]=1[S:26](=[O:28])(=[O:27])[NH:12][CH2:10][C:5]1[CH:4]=[CH:3][C:2]([F:1])=[CH:9][CH:8]=1.